This data is from Reaction yield outcomes from USPTO patents with 853,638 reactions. The task is: Predict the reaction yield, written as a fraction of the theoretical maximum amount of product (1.0 means a 100% yield; for example, 0.34 means a 34% yield). (1) The reactants are [C:1]([O:5][C:6]([N:8]1[CH2:13][CH2:12][CH:11]([C:14](=[O:26])[C:15]2[CH:20]=[CH:19][CH:18]=[C:17]([C:21]([F:24])([F:23])[F:22])[C:16]=2F)[CH2:10][CH2:9]1)=[O:7])([CH3:4])([CH3:3])[CH3:2].[C:27]([O:31][CH3:32])(=[O:30])[CH2:28][SH:29].C1COCC1.[H-].[Na+]. The catalyst is C(OCC)(=O)C.C(OCC)(=O)C.CCCCCCC. The product is [C:1]([O:5][C:6]([N:8]1[CH2:13][CH2:12][CH:11]([C:14]2([OH:26])[CH:28]([C:27]([O:31][CH3:32])=[O:30])[S:29][C:16]3[C:17]([C:21]([F:22])([F:24])[F:23])=[CH:18][CH:19]=[CH:20][C:15]2=3)[CH2:10][CH2:9]1)=[O:7])([CH3:4])([CH3:3])[CH3:2]. The yield is 0.560. (2) The reactants are CC(C)([O-])C.[K+].[NH:7]1[CH:11]=[N:10][C:9]([SH:12])=[N:8]1.Cl[CH2:14][C:15](=[O:21])[CH2:16][C:17]([O:19][CH3:20])=[O:18]. The catalyst is CN(C)C=O. The product is [O:21]=[C:15]([CH2:14][S:12][C:9]1[N:10]=[CH:11][NH:7][N:8]=1)[CH2:16][C:17]([O:19][CH3:20])=[O:18]. The yield is 0.830.